Dataset: Reaction yield outcomes from USPTO patents with 853,638 reactions. Task: Predict the reaction yield, written as a fraction of the theoretical maximum amount of product (1.0 means a 100% yield; for example, 0.34 means a 34% yield). (1) The reactants are [Cl:1][C:2]1[N:3]=[C:4](Cl)[C:5]2[CH2:10][CH2:9][CH:8]([C:11]3[CH:16]=[CH:15][C:14]([F:17])=[CH:13][CH:12]=3)[C:6]=2[N:7]=1.[CH3:19][N:20]([CH3:26])[CH:21]1[CH2:25][CH2:24][NH:23][CH2:22]1. No catalyst specified. The product is [Cl:1][C:2]1[N:3]=[C:4]([N:23]2[CH2:24][CH2:25][CH:21]([N:20]([CH3:26])[CH3:19])[CH2:22]2)[C:5]2[CH2:10][CH2:9][CH:8]([C:11]3[CH:16]=[CH:15][C:14]([F:17])=[CH:13][CH:12]=3)[C:6]=2[N:7]=1. The yield is 0.860. (2) The reactants are [CH2:1]([NH:13][C:14](=[O:23])[C:15]1[CH:20]=[CH:19][C:18]([CH:21]=O)=[CH:17][CH:16]=1)[CH2:2][CH2:3][CH2:4][CH2:5][CH2:6][CH2:7][CH2:8][CH2:9][CH2:10][CH2:11][CH3:12].[NH2:24][CH:25]([C:28]1[CH:33]=[CH:32][CH:31]=[CH:30][CH:29]=1)[CH2:26][OH:27]. No catalyst specified. The product is [CH2:1]([NH:13][C:14](=[O:23])[C:15]1[CH:20]=[CH:19][C:18]([CH2:21][NH:24][CH:25]([C:28]2[CH:33]=[CH:32][CH:31]=[CH:30][CH:29]=2)[CH2:26][OH:27])=[CH:17][CH:16]=1)[CH2:2][CH2:3][CH2:4][CH2:5][CH2:6][CH2:7][CH2:8][CH2:9][CH2:10][CH2:11][CH3:12]. The yield is 0.830. (3) The yield is 0.660. The reactants are Br[C:2]1[CH:3]=[C:4]2[C:8](=[CH:9][CH:10]=1)[NH:7][CH:6]=[CH:5]2.[O:11]1[CH2:16][CH2:15][CH2:14][CH2:13][CH:12]1[N:17]1[CH:21]=[C:20](C2OC(C)(C)C(C)(C)O2)[CH:19]=[N:18]1.C([O-])([O-])=O.[Cs+].[Cs+]. The catalyst is CN(C=O)C.O.C1C=CC(P(C2C=CC=CC=2)[C-]2C=CC=C2)=CC=1.C1C=CC(P(C2C=CC=CC=2)[C-]2C=CC=C2)=CC=1.Cl[Pd]Cl.[Fe+2].C(Cl)Cl. The product is [O:11]1[CH2:16][CH2:15][CH2:14][CH2:13][CH:12]1[N:17]1[CH:21]=[C:20]([C:2]2[CH:3]=[C:4]3[C:8](=[CH:9][CH:10]=2)[NH:7][CH:6]=[CH:5]3)[CH:19]=[N:18]1. (4) The reactants are [CH:1]1[C:11]2[CH:10]=[CH:9][C:8]3[CH:12]=[CH:13][CH:14]=[CH:15][C:7]=3[N:6]([CH2:16][C:17]3[CH:26]=[CH:25][C:20]([C:21](OC)=[O:22])=[CH:19][CH:18]=3)[C:5]=2[CH:4]=[CH:3][CH:2]=1.[NH2:27][OH:28].[OH-].[Na+].C1COCC1. The catalyst is CO. The product is [CH:1]1[C:11]2[CH:10]=[CH:9][C:8]3[CH:12]=[CH:13][CH:14]=[CH:15][C:7]=3[N:6]([CH2:16][C:17]3[CH:26]=[CH:25][C:20]([C:21]([NH:27][OH:28])=[O:22])=[CH:19][CH:18]=3)[C:5]=2[CH:4]=[CH:3][CH:2]=1. The yield is 0.260. (5) The reactants are [Cl-].C(C[P+](C)(C)C)#N.C[Si]([N-][Si](C)(C)C)(C)C.[K+].[F:19][C:20]1[CH:25]=[CH:24][CH:23]=[CH:22][C:21]=1[CH:26](O)[CH3:27].[F:29][C:30]1([F:58])[CH2:35][CH2:34][N:33]([C:36]([C:38]2[NH:39][C:40]3[C:45]([CH:46]=2)=[CH:44][C:43]([C:47]([N:49]2[CH2:54][CH2:53][N:52]([CH:55]([CH3:57])[CH3:56])[CH2:51][CH2:50]2)=[O:48])=[CH:42][CH:41]=3)=[O:37])[CH2:32][CH2:31]1. The catalyst is C1(C)C=CC=CC=1. The product is [F:58][C:30]1([F:29])[CH2:35][CH2:34][N:33]([C:36]([C:38]2[N:39]([CH:26]([C:21]3[CH:22]=[CH:23][CH:24]=[CH:25][C:20]=3[F:19])[CH3:27])[C:40]3[C:45]([CH:46]=2)=[CH:44][C:43]([C:47]([N:49]2[CH2:50][CH2:51][N:52]([CH:55]([CH3:56])[CH3:57])[CH2:53][CH2:54]2)=[O:48])=[CH:42][CH:41]=3)=[O:37])[CH2:32][CH2:31]1. The yield is 0.150.